This data is from Reaction yield outcomes from USPTO patents with 853,638 reactions. The task is: Predict the reaction yield, written as a fraction of the theoretical maximum amount of product (1.0 means a 100% yield; for example, 0.34 means a 34% yield). The reactants are C1(C)C=CC=CC=1.[CH3:8][C:9]1([CH3:16])[CH2:14][CH2:13][C:12](=O)[CH2:11][CH2:10]1.C1(P(=[CH:36][C:37]([O:39][CH3:40])=[O:38])(C2C=CC=CC=2)C2C=CC=CC=2)C=CC=CC=1. The catalyst is ClCCl. The product is [CH3:40][O:39][C:37](=[O:38])[CH:36]=[C:12]1[CH2:13][CH2:14][C:9]([CH3:16])([CH3:8])[CH2:10][CH2:11]1. The yield is 0.140.